From a dataset of Full USPTO retrosynthesis dataset with 1.9M reactions from patents (1976-2016). Predict the reactants needed to synthesize the given product. (1) Given the product [C:31]([O:35][C:36]([C:38]1[CH:49]=[C:48]([O:50][C:51]2[CH:56]=[CH:55][C:54]([C:57]([N:59]3[CH2:62][CH2:61][CH2:60]3)=[O:58])=[C:53]([F:63])[CH:52]=2)[C:41]2[CH2:42][C:43]([CH2:46][O:47][CH3:1])([CH3:45])[O:44][C:40]=2[CH:39]=1)=[O:37])([CH3:32])([CH3:33])[CH3:34], predict the reactants needed to synthesize it. The reactants are: [C:1](OC(C1C=C(OC2C=CC(S(C)(=O)=O)=CC=2)C2CC(COC)OC=2C=1)=O)(C)(C)C.[C:31]([O:35][C:36]([C:38]1[CH:49]=[C:48]([O:50][C:51]2[CH:56]=[CH:55][C:54]([C:57]([N:59]3[CH2:62][CH2:61][CH2:60]3)=[O:58])=[C:53]([F:63])[CH:52]=2)[C:41]2[CH2:42][C:43]([CH2:46][OH:47])([CH3:45])[O:44][C:40]=2[CH:39]=1)=[O:37])([CH3:34])([CH3:33])[CH3:32].CI. (2) The reactants are: [NH:1]1[C:11]2[C:6](=[CH:7][CH:8]=[CH:9][CH:10]=2)[C:4](=O)[C:2]1=[O:3].[C:12]1([CH2:18][C:19]([OH:21])=[O:20])[CH:17]=[CH:16][CH:15]=[CH:14][CH:13]=1. Given the product [OH:3][C:2]1[C:4]([C:6]2[CH:11]=[CH:10][CH:9]=[CH:8][CH:7]=2)=[C:18]([C:19]([OH:21])=[O:20])[C:12]2[C:17](=[CH:16][CH:15]=[CH:14][CH:13]=2)[N:1]=1, predict the reactants needed to synthesize it. (3) Given the product [CH2:1]([O:8][NH:9][C:10](=[O:36])[CH2:11][C@H:12]([C:22]1[O:23][C:24]([CH3:35])=[C:25]([C:27]([NH:29][CH2:30][C:31]([OH:33])=[O:32])=[O:28])[N:26]=1)[CH2:13][CH2:14][CH2:15][CH:16]1[CH2:21][CH2:20][CH2:19][CH2:18][CH2:17]1)[C:2]1[CH:7]=[CH:6][CH:5]=[CH:4][CH:3]=1, predict the reactants needed to synthesize it. The reactants are: [CH2:1]([O:8][NH:9][C:10](=[O:36])[CH2:11][C@H:12]([C:22]1[O:23][C:24]([CH3:35])=[C:25]([C:27]([NH:29][CH2:30][C:31]([O:33]C)=[O:32])=[O:28])[N:26]=1)[CH2:13][CH2:14][CH2:15][CH:16]1[CH2:21][CH2:20][CH2:19][CH2:18][CH2:17]1)[C:2]1[CH:7]=[CH:6][CH:5]=[CH:4][CH:3]=1.[OH-].[Na+]. (4) Given the product [CH3:52][O:53][C:54]([CH:56]1[CH2:60][N:59]([C:61]([O:63][CH2:64][C:65]2[CH:66]=[CH:67][CH:68]=[CH:69][CH:70]=2)=[O:62])[CH:58]2[CH2:71][CH2:72][N:73]([C:16](=[O:18])[CH:9]([NH:8][C:6]([O:5][C:2]([CH3:1])([CH3:3])[CH3:4])=[O:7])[CH:10]3[CH2:11][CH2:12][CH2:13][CH2:14][CH2:15]3)[CH:57]12)=[O:55], predict the reactants needed to synthesize it. The reactants are: [CH3:1][C:2]([O:5][C:6]([NH:8][C@H:9]([C:16]([OH:18])=O)[CH:10]1[CH2:15][CH2:14][CH2:13][CH2:12][CH2:11]1)=[O:7])([CH3:4])[CH3:3].CN(C(ON1N=NC2C=CC=NC1=2)=[N+](C)C)C.F[P-](F)(F)(F)(F)F.CCN(C(C)C)C(C)C.[CH3:52][O:53][C:54]([CH:56]1[CH2:60][N:59]([C:61]([O:63][CH2:64][C:65]2[CH:70]=[CH:69][CH:68]=[CH:67][CH:66]=2)=[O:62])[CH:58]2[CH2:71][CH2:72][NH:73][CH:57]12)=[O:55]. (5) Given the product [C:42]([O:46][C:47]([NH:49][C@@H:50]([CH:51]([CH3:53])[CH3:52])[C:54]([O:15][C@H:14]1[CH2:13][C@H:12]([NH:16][C:17]2[C:22]([C:23]([C:25]3[S:26][C:27]([CH3:41])=[C:28]([C@H:30]4[C:39]5[C:34](=[CH:35][CH:36]=[C:37]([Cl:40])[CH:38]=5)[CH2:33][CH2:32][O:31]4)[CH:29]=3)=[O:24])=[CH:21][N:20]=[CH:19][N:18]=2)[CH2:11][C@@H:10]1[CH2:9][O:8][Si:1]([C:4]([CH3:5])([CH3:6])[CH3:7])([CH3:3])[CH3:2])=[O:55])=[O:48])([CH3:45])([CH3:44])[CH3:43], predict the reactants needed to synthesize it. The reactants are: [Si:1]([O:8][CH2:9][C@@H:10]1[C@@H:14]([OH:15])[CH2:13][C@H:12]([NH:16][C:17]2[C:22]([C:23]([C:25]3[S:26][C:27]([CH3:41])=[C:28]([C@H:30]4[C:39]5[C:34](=[CH:35][CH:36]=[C:37]([Cl:40])[CH:38]=5)[CH2:33][CH2:32][O:31]4)[CH:29]=3)=[O:24])=[CH:21][N:20]=[CH:19][N:18]=2)[CH2:11]1)([C:4]([CH3:7])([CH3:6])[CH3:5])([CH3:3])[CH3:2].[C:42]([O:46][C:47]([NH:49][C@H:50]([C:54](O)=[O:55])[CH:51]([CH3:53])[CH3:52])=[O:48])([CH3:45])([CH3:44])[CH3:43].Cl.CN(C)CCCN=C=NCC. (6) Given the product [CH2:12]([O:11][C:9]([NH:1][C:2]1[CH:7]=[CH:6][N:5]=[CH:4][CH:3]=1)=[O:10])[CH3:13], predict the reactants needed to synthesize it. The reactants are: [NH2:1][C:2]1[CH:7]=[CH:6][N:5]=[CH:4][CH:3]=1.Cl[C:9]([O:11][CH2:12][CH3:13])=[O:10]. (7) Given the product [C:1]([O:5][C:6]([N:8]1[CH2:11][CH:10]([CH2:12][C:14]2[CH:19]=[CH:18][C:17]([Cl:20])=[CH:16][CH:15]=2)[CH2:9]1)=[O:7])([CH3:4])([CH3:2])[CH3:3], predict the reactants needed to synthesize it. The reactants are: [C:1]([O:5][C:6]([N:8]1[CH2:11][CH:10]([CH:12]([C:14]2[CH:19]=[CH:18][C:17]([Cl:20])=[CH:16][CH:15]=2)I)[CH2:9]1)=[O:7])([CH3:4])([CH3:3])[CH3:2].[BH4-].[Na+].